Dataset: Full USPTO retrosynthesis dataset with 1.9M reactions from patents (1976-2016). Task: Predict the reactants needed to synthesize the given product. (1) Given the product [Cl:8][C:6]1[C:5]([CH2:9][O:10][C:11]2[CH:16]=[CH:15][C:14]([Cl:17])=[C:13]([Cl:18])[CH:12]=2)=[CH:4][C:3]([F:19])=[C:2]([CH:7]=1)[C:42]([NH:67][S:64](=[O:66])(=[O:65])[N:63]([CH3:68])[CH3:62])=[O:41], predict the reactants needed to synthesize it. The reactants are: Br[C:2]1[CH:7]=[C:6]([Cl:8])[C:5]([CH2:9][O:10][C:11]2[CH:16]=[CH:15][C:14]([Cl:17])=[C:13]([Cl:18])[CH:12]=2)=[CH:4][C:3]=1[F:19].CC1(C)C2[C:42](=C(P(C3C=CC=CC=3)C3C=CC=CC=3)C=CC=2)[O:41]C2C(P(C3C=CC=CC=3)C3C=CC=CC=3)=CC=CC1=2.[CH3:62][N:63]([CH3:68])[S:64]([NH2:67])(=[O:66])=[O:65].C(N(CC)CC)C. (2) The reactants are: [O:1]1[C:6]2[CH:7]=[CH:8][C:9]([CH2:11][N:12]3[CH:21]=[CH:20][C:19]4[C:14](=[CH:15][CH:16]=[CH:17][C:18]=4[N+:22]([O-])=O)[C:13]3=[O:25])=[CH:10][C:5]=2[O:4][CH2:3][CH2:2]1.O.O.[Sn](Cl)Cl.O1CCCC1. Given the product [NH2:22][C:18]1[CH:17]=[CH:16][CH:15]=[C:14]2[C:19]=1[CH:20]=[CH:21][N:12]([CH2:11][C:9]1[CH:8]=[CH:7][C:6]3[O:1][CH2:2][CH2:3][O:4][C:5]=3[CH:10]=1)[C:13]2=[O:25], predict the reactants needed to synthesize it. (3) Given the product [CH3:2][O:3][C:4]1[CH:9]=[CH:8][C:7]([N:10]([CH3:14])[NH2:11])=[CH:6][CH:5]=1, predict the reactants needed to synthesize it. The reactants are: Cl.[CH3:2][O:3][C:4]1[CH:9]=[CH:8][C:7]([NH:10][NH2:11])=[CH:6][CH:5]=1.IC.[CH:14](N(C(C)C)CC)(C)C.